From a dataset of Forward reaction prediction with 1.9M reactions from USPTO patents (1976-2016). Predict the product of the given reaction. (1) Given the reactants [C:1]1([CH:7]2[O:12][CH2:11][CH2:10][NH:9][CH2:8]2)[CH:6]=[CH:5][CH:4]=[CH:3][CH:2]=1.[C:13](Cl)(=[O:17])[CH2:14][CH2:15][CH3:16].C(N(CC)CC)C, predict the reaction product. The product is: [C:1]1([CH:7]2[CH2:8][N:9]([C:13](=[O:17])[CH2:14][CH2:15][CH3:16])[CH2:10][CH2:11][O:12]2)[CH:2]=[CH:3][CH:4]=[CH:5][CH:6]=1. (2) Given the reactants [CH3:1][O:2][C:3]1[CH:24]=[CH:23][C:6]2[C:7](=O)[CH2:8][N:9]([S:12]([C:15]3[CH:20]=[CH:19][C:18]([CH3:21])=[CH:17][CH:16]=3)(=[O:14])=[O:13])[CH2:10][CH2:11][C:5]=2[CH:4]=1.C(O)(=O)C.Cl.CCO, predict the reaction product. The product is: [CH3:1][O:2][C:3]1[CH:24]=[CH:23][C:6]2[CH2:7][CH2:8][N:9]([S:12]([C:15]3[CH:16]=[CH:17][C:18]([CH3:21])=[CH:19][CH:20]=3)(=[O:13])=[O:14])[CH2:10][CH2:11][C:5]=2[CH:4]=1. (3) Given the reactants [OH:1][C@@H:2]1[CH:7]2[CH2:8][CH2:9][N:4]([CH2:5][CH2:6]2)[CH2:3]1.I[C:11]1[CH:16]=[CH:15][C:14]([O:17][C:18]2[CH:23]=[CH:22][CH:21]=[CH:20][CH:19]=2)=[CH:13][CH:12]=1, predict the reaction product. The product is: [O:17]([C:18]1[CH:19]=[CH:20][C:21]([O:1][C@@H:2]2[CH:7]3[CH2:8][CH2:9][N:4]([CH2:5][CH2:6]3)[CH2:3]2)=[CH:22][CH:23]=1)[C:14]1[CH:15]=[CH:16][CH:11]=[CH:12][CH:13]=1. (4) Given the reactants C([N:3](CC)CC)C.C1(P(N=[N+]=[N-])(C2C=CC=CC=2)=O)C=CC=CC=1.[O:25]=[C:26]1[N:31]([C:32]2[CH:37]=[CH:36][CH:35]=[CH:34][CH:33]=2)[C:30]2[S:38][C:39](C(O)=O)=[C:40]([C:41]3[CH:46]=[CH:45][CH:44]=[CH:43][CH:42]=3)[C:29]=2[CH:28]=[CH:27]1.[C:50]([O-:53])(O)=[O:51].[Na+].[C:55](O)([CH3:58])([CH3:57])[CH3:56], predict the reaction product. The product is: [O:25]=[C:26]1[N:31]([C:32]2[CH:33]=[CH:34][CH:35]=[CH:36][CH:37]=2)[C:30]2[S:38][C:39]([NH:3][C:50](=[O:51])[O:53][C:55]([CH3:58])([CH3:57])[CH3:56])=[C:40]([C:41]3[CH:46]=[CH:45][CH:44]=[CH:43][CH:42]=3)[C:29]=2[CH:28]=[CH:27]1. (5) Given the reactants N#N.[C:3]([O:7][C:8]([NH:10][C@H:11]([CH2:15][C:16]1[CH:21]=[CH:20][C:19]([O:22][CH3:23])=[CH:18][CH:17]=1)[C:12](O)=O)=[O:9])([CH3:6])([CH3:5])[CH3:4].C(N1CCOCC1)C.CN(C(ON1N=NC2C=CC=CC1=2)=[N+](C)C)C.[B-](F)(F)(F)F.[F:54][C:55]1[CH:60]=[CH:59][CH:58]=[C:57]([NH2:61])[C:56]=1[NH2:62], predict the reaction product. The product is: [F:54][C:55]1[C:56]2[N:62]=[C:12]([C@H:11]([NH:10][C:8](=[O:9])[O:7][C:3]([CH3:6])([CH3:5])[CH3:4])[CH2:15][C:16]3[CH:21]=[CH:20][C:19]([O:22][CH3:23])=[CH:18][CH:17]=3)[NH:61][C:57]=2[CH:58]=[CH:59][CH:60]=1. (6) The product is: [ClH:38].[NH2:34][C:26]([CH2:25][CH2:24][C:21]1[CH:20]=[CH:19][C:18]([C:3]2[CH:4]=[CH:5][C:6]([S:8][C:9]3[CH:10]=[CH:11][C:12]([CH:15]([CH3:16])[CH3:17])=[CH:13][CH:14]=3)=[CH:7][C:2]=2[F:1])=[CH:23][CH:22]=1)([CH2:31][OH:30])[CH2:27][OH:28]. Given the reactants [F:1][C:2]1[CH:7]=[C:6]([S:8][C:9]2[CH:14]=[CH:13][C:12]([CH:15]([CH3:17])[CH3:16])=[CH:11][CH:10]=2)[CH:5]=[CH:4][C:3]=1[C:18]1[CH:23]=[CH:22][C:21]([CH2:24][CH2:25][C:26]2([NH:34]C(=O)C)[CH2:31][O:30]C(C)(C)[O:28][CH2:27]2)=[CH:20][CH:19]=1.[ClH:38], predict the reaction product. (7) The product is: [CH2:1]([O:8][C:9]1[CH:14]=[CH:13][C:12]([CH2:15][CH2:16][CH2:17][CH2:18][CH:19]2[CH2:20][O:21][C:25]([CH3:27])([C:24]([O:29][CH3:30])=[O:28])[O:23][CH2:22]2)=[CH:11][CH:10]=1)[C:2]1[CH:3]=[CH:4][CH:5]=[CH:6][CH:7]=1. Given the reactants [CH2:1]([O:8][C:9]1[CH:14]=[CH:13][C:12]([CH2:15][CH2:16][CH2:17][CH2:18][CH:19]([CH2:22][OH:23])[CH2:20][OH:21])=[CH:11][CH:10]=1)[C:2]1[CH:7]=[CH:6][CH:5]=[CH:4][CH:3]=1.[C:24]([O:29][CH3:30])(=[O:28])[C:25]([CH3:27])=O.C(=O)(O)[O-].[Na+], predict the reaction product.